This data is from Catalyst prediction with 721,799 reactions and 888 catalyst types from USPTO. The task is: Predict which catalyst facilitates the given reaction. (1) Reactant: [CH2:1]([O:8][C:9]1[CH:10]=[C:11]([C:15]2[CH:16]=[C:17]3[C:22](=[N:23][CH:24]=2)[NH:21][CH2:20][CH2:19][CH2:18]3)[CH:12]=[N:13][CH:14]=1)[C:2]1[CH:7]=[CH:6][CH:5]=[CH:4][CH:3]=1.FC(F)(F)[C:27]([OH:29])=[O:28]. Product: [C:2]([O:29][C:27]([N:21]1[C:22]2[C:17](=[CH:16][C:15]([C:11]3[CH:12]=[N:13][CH:14]=[C:9]([O:8][CH2:1][C:2]4[CH:3]=[CH:4][CH:5]=[CH:6][CH:7]=4)[CH:10]=3)=[CH:24][N:23]=2)[CH2:18][CH2:19][CH2:20]1)=[O:28])([CH3:7])([CH3:3])[CH3:1]. The catalyst class is: 2. (2) Reactant: Br[CH2:2][C:3]1[CH:8]=[C:7]([Cl:9])[C:6]([Cl:10])=[CH:5][C:4]=1[CH2:11]Br.[NH2:13][C:14]1[CH:19]=[CH:18][CH:17]=[CH:16][C:15]=1/[CH:20]=[CH:21]/[C:22]([O:24][CH3:25])=[O:23].[K]. Product: [Cl:9][C:7]1[CH:8]=[C:3]2[C:4](=[CH:5][C:6]=1[Cl:10])[CH2:11][N:13]([C:14]1[CH:19]=[CH:18][CH:17]=[CH:16][C:15]=1/[CH:20]=[CH:21]/[C:22]([O:24][CH3:25])=[O:23])[CH2:2]2. The catalyst class is: 35. (3) Reactant: C([O:8][N:9]([CH2:12][C:13]1([C:19]([NH:21][NH:22][C:23]2[N:28]=[C:27]([C:29]([F:32])([F:31])[F:30])[CH:26]=[CH:25][N:24]=2)=[O:20])[CH2:18][CH2:17][CH2:16][CH2:15][CH2:14]1)[CH:10]=[O:11])C1C=CC=CC=1. Product: [OH:8][N:9]([CH2:12][C:13]1([C:19]([NH:21][NH:22][C:23]2[N:28]=[C:27]([C:29]([F:32])([F:30])[F:31])[CH:26]=[CH:25][N:24]=2)=[O:20])[CH2:18][CH2:17][CH2:16][CH2:15][CH2:14]1)[CH:10]=[O:11]. The catalyst class is: 29. (4) Reactant: [C:1]([CH2:3][C:4]1[CH:27]=[CH:26][C:7]([CH2:8][C:9]2([C:22](OC)=[O:23])[CH2:14][CH2:13][N:12]([C:15]([O:17][C:18]([CH3:21])([CH3:20])[CH3:19])=[O:16])[CH2:11][CH2:10]2)=[CH:6][CH:5]=1)#[N:2].[BH4-].[Li+]. Product: [C:1]([CH2:3][C:4]1[CH:5]=[CH:6][C:7]([CH2:8][C:9]2([CH2:22][OH:23])[CH2:10][CH2:11][N:12]([C:15]([O:17][C:18]([CH3:19])([CH3:20])[CH3:21])=[O:16])[CH2:13][CH2:14]2)=[CH:26][CH:27]=1)#[N:2]. The catalyst class is: 7. (5) Reactant: [C:1]([O:4][C@H:5]1[C@H:10]([O:11][C:12](=[O:14])[CH3:13])[C@@H:9]([O:15][C:16](=[O:18])[CH3:17])[C@H:8]([C:19]2[CH:24]=[CH:23][C:22]([Cl:25])=[C:21]([CH2:26][C:27]3[CH:32]=[CH:31][C:30]([O:33]CC)=[CH:29][CH:28]=3)[CH:20]=2)[O:7][C@@H:6]1[CH2:36][O:37][C:38](=[O:40])[CH3:39])(=[O:3])[CH3:2].B(Br)(Br)Br.C([O-])(O)=O.[Na+]. Product: [C:1]([O:4][C@H:5]1[C@H:10]([O:11][C:12](=[O:14])[CH3:13])[C@@H:9]([O:15][C:16](=[O:18])[CH3:17])[C@H:8]([C:19]2[CH:24]=[CH:23][C:22]([Cl:25])=[C:21]([CH2:26][C:27]3[CH:28]=[CH:29][C:30]([OH:33])=[CH:31][CH:32]=3)[CH:20]=2)[O:7][C@@H:6]1[CH2:36][O:37][C:38](=[O:40])[CH3:39])(=[O:3])[CH3:2]. The catalyst class is: 4. (6) Reactant: [C:1]1([N:7]=[C:8]([S:11][CH2:12][CH:13]2[CH2:18][CH2:17][CH2:16][CH2:15][CH2:14]2)[C:9]#[CH:10])[CH:6]=[CH:5][CH:4]=[CH:3][CH:2]=1.[F:19][C:20]1[CH:25]=[CH:24][C:23]([SH:26])=[CH:22][CH:21]=1. Product: [F:19][C:20]1[CH:25]=[CH:24][C:23]([S:26][CH:10]=[CH:9][C:8](=[N:7][C:1]2[CH:6]=[CH:5][CH:4]=[CH:3][CH:2]=2)[S:11][CH2:12][CH:13]2[CH2:18][CH2:17][CH2:16][CH2:15][CH2:14]2)=[CH:22][CH:21]=1. The catalyst class is: 22. (7) Reactant: [F:1][C:2]([F:18])([C:8]1[CH:13]=[CH:12][C:11]([S:14]([CH3:17])(=[O:16])=[O:15])=[CH:10][CH:9]=1)[C:3]([O:5]CC)=[O:4].O.[OH-].[Li+]. Product: [F:18][C:2]([F:1])([C:8]1[CH:9]=[CH:10][C:11]([S:14]([CH3:17])(=[O:16])=[O:15])=[CH:12][CH:13]=1)[C:3]([OH:5])=[O:4]. The catalyst class is: 364. (8) Reactant: C(OC([N:8]1[CH:13]2[CH2:14][CH2:15][CH:9]1[CH2:10][N:11]([C:16](=[O:21])[C:17]([F:20])([F:19])[F:18])[CH2:12]2)=O)(C)(C)C.[C:22]([OH:28])([C:24]([F:27])([F:26])[F:25])=[O:23]. Product: [F:25][C:24]([F:27])([F:26])[C:22]([OH:28])=[O:23].[CH:13]12[NH:8][CH:9]([CH2:15][CH2:14]1)[CH2:10][N:11]([C:16](=[O:21])[C:17]([F:18])([F:19])[F:20])[CH2:12]2. The catalyst class is: 2. (9) Product: [ClH:30].[F:1][C:2]1[C:7]([C:8]([F:11])([F:10])[F:9])=[CH:6][CH:5]=[CH:4][C:3]=1[CH:14]1[CH2:17][C:16]2([CH2:22][CH2:21][NH:20][CH2:19][CH2:18]2)[CH2:15]1. The catalyst class is: 27. Reactant: [F:1][C:2]1[C:7]([C:8]([F:11])([F:10])[F:9])=[CH:6][CH:5]=[CH:4][C:3]=1Br.O=[C:14]1[CH2:17][C:16]2([CH2:22][CH2:21][N:20](C(OC(C)(C)C)=O)[CH2:19][CH2:18]2)[CH2:15]1.[ClH:30].FC(F)(F)OC1C=C(C2CC3(CCNCC3)C2)C=CC=1.Cl.C(OCC)C. (10) Reactant: [CH:1]1([C@H:4]([NH:10][C:11]2[CH2:15][S:14][C:13](=[O:16])[N:12]=2)[C:5]([N:7]([CH3:9])[CH3:8])=[O:6])[CH2:3][CH2:2]1.[F:17][C:18]([F:39])([F:38])[C:19]1[CH:33]=[C:32]([C:34]([F:37])([F:36])[F:35])[CH:31]=[CH:30][C:20]=1[CH2:21][N:22]1[CH2:27][CH2:26][CH:25]([CH:28]=O)[CH2:24][CH2:23]1.C([O-])(=O)C.[NH2+]1CCCCC1. Product: [F:39][C:18]([F:17])([F:38])[C:19]1[CH:33]=[C:32]([C:34]([F:37])([F:36])[F:35])[CH:31]=[CH:30][C:20]=1[CH2:21][N:22]1[CH2:27][CH2:26][CH:25](/[CH:28]=[C:15]2/[C:11]([NH:10][C@@H:4]([CH:1]3[CH2:3][CH2:2]3)[C:5]([N:7]([CH3:9])[CH3:8])=[O:6])=[N:12][C:13](=[O:16])[S:14]/2)[CH2:24][CH2:23]1. The catalyst class is: 41.